Dataset: Full USPTO retrosynthesis dataset with 1.9M reactions from patents (1976-2016). Task: Predict the reactants needed to synthesize the given product. (1) Given the product [CH:1]1[CH:6]=[CH:5][C:4]([CH2:7][O:8][C:9]([NH:11][C@@H:12]([C:19]([OH:21])=[O:20])[C:13]2[CH:18]=[CH:17][CH:16]=[CH:15][CH:14]=2)=[O:10])=[CH:3][CH:2]=1.[C:49]([N:46]1[CH2:45][CH2:44][CH:43]([CH:40]2[CH2:39][CH2:38][N:37]([C:9]([NH2:11])=[O:8])[CH2:42][CH2:41]2)[CH2:48][CH2:47]1)([O:51][C:52]([CH3:55])([CH3:54])[CH3:53])=[O:50], predict the reactants needed to synthesize it. The reactants are: [CH:1]1[CH:6]=[CH:5][C:4]([CH2:7][O:8][C:9]([NH:11][C@@H:12]([C:19]([OH:21])=[O:20])[C:13]2[CH:18]=[CH:17][CH:16]=[CH:15][CH:14]=2)=[O:10])=[CH:3][CH:2]=1.CN1CCOCC1.ClC(OCC(C)C)=O.[NH:37]1[CH2:42][CH2:41][CH:40]([CH:43]2[CH2:48][CH2:47][N:46]([C:49]([O:51][C:52]([CH3:55])([CH3:54])[CH3:53])=[O:50])[CH2:45][CH2:44]2)[CH2:39][CH2:38]1. (2) The reactants are: [CH3:1][C:2]1[CH:3]=[C:4]([OH:11])[CH:5]=[CH:6][C:7]=1[N+:8]([O-:10])=[O:9].[F:12][C:13]([F:26])([F:25])[S:14](O[S:14]([C:13]([F:26])([F:25])[F:12])(=[O:16])=[O:15])(=[O:16])=[O:15].O. Given the product [F:12][C:13]([F:26])([F:25])[S:14]([O:11][C:4]1[CH:5]=[CH:6][C:7]([N+:8]([O-:10])=[O:9])=[C:2]([CH3:1])[CH:3]=1)(=[O:16])=[O:15], predict the reactants needed to synthesize it. (3) Given the product [F:14][C:15]1[CH:21]=[C:20]([S:22][CH3:23])[CH:19]=[CH:18][C:16]=1[NH:17][C:2]1[C:3]([C:10]([O:12][CH3:13])=[O:11])=[N:4][N:5]([CH3:9])[C:6](=[O:8])[CH:7]=1, predict the reactants needed to synthesize it. The reactants are: Cl[C:2]1[C:3]([C:10]([O:12][CH3:13])=[O:11])=[N:4][N:5]([CH3:9])[C:6](=[O:8])[CH:7]=1.[F:14][C:15]1[CH:21]=[C:20]([S:22][CH3:23])[CH:19]=[CH:18][C:16]=1[NH2:17].C1C=CC(P(C2C(C3C(P(C4C=CC=CC=4)C4C=CC=CC=4)=CC=C4C=3C=CC=C4)=C3C(C=CC=C3)=CC=2)C2C=CC=CC=2)=CC=1.C([O-])([O-])=O.[Cs+].[Cs+].N#N. (4) Given the product [CH2:20]([C:14]1[O:1][C:2]2[CH:7]=[CH:6][C:5]([NH:8][S:9]([CH3:12])(=[O:11])=[O:10])=[CH:4][C:3]=2[C:15]=1[C:16]([O:18][CH3:19])=[O:17])[CH2:21][CH2:22][CH3:23], predict the reactants needed to synthesize it. The reactants are: [O:1]=[C:2]1[CH:7]=[CH:6][C:5](=[N:8][S:9]([CH3:12])(=[O:11])=[O:10])[CH:4]=[CH:3]1.O=[C:14]([CH2:20][CH2:21][CH2:22][CH3:23])[CH2:15][C:16]([O:18][CH3:19])=[O:17].C[O-].[Na+]. (5) Given the product [Cl:1][C:2]1[C:10]2[C:6](=[C:7]([C:11]3[CH:16]=[CH:15][C:14]([O:17][CH3:18])=[CH:13][CH:12]=3)[N:8]([CH2:22][CH2:23][CH3:24])[N:9]=2)[CH:5]=[CH:4][CH:3]=1, predict the reactants needed to synthesize it. The reactants are: [Cl:1][C:2]1[CH:3]=[CH:4][CH:5]=[C:6]2[C:10]=1[NH:9][N:8]=[C:7]2[C:11]1[CH:16]=[CH:15][C:14]([O:17][CH3:18])=[CH:13][CH:12]=1.[H-].[Na+].I[CH2:22][CH2:23][CH3:24]. (6) Given the product [NH2:18][C:19]1[CH:24]=[CH:23][C:22]([CH3:34])=[C:21]([C:2]2[CH:11]=[C:10]3[C:5]([CH:6]=[C:7]([NH:12][C:13]([CH:15]4[CH2:17][CH2:16]4)=[O:14])[N:8]=[CH:9]3)=[CH:4][CH:3]=2)[CH:20]=1, predict the reactants needed to synthesize it. The reactants are: Br[C:2]1[CH:11]=[C:10]2[C:5]([CH:6]=[C:7]([NH:12][C:13]([CH:15]3[CH2:17][CH2:16]3)=[O:14])[N:8]=[CH:9]2)=[CH:4][CH:3]=1.[NH2:18][C:19]1[CH:20]=[CH:21][C:22]([CH3:34])=[C:23](B2OC(C)(C)C(C)(C)O2)[CH:24]=1.C(=O)([O-])[O-].[K+].[K+].O1CCOCC1.O.C([O-])(O)=O.[Na+]. (7) Given the product [NH2:6][C:7]1[C:16]2[N:17]=[C:18]([CH2:25][OH:26])[N:19]([CH2:20][C:21]([CH3:22])([OH:23])[CH3:24])[C:15]=2[C:14]2[N:13]=[CH:12][CH:11]=[CH:10][C:9]=2[N:8]=1, predict the reactants needed to synthesize it. The reactants are: B(Br)(Br)Br.Br.[NH2:6][C:7]1[C:16]2[N:17]=[C:18]([CH2:25][O:26]CC)[N:19]([CH2:20][C:21]([CH3:24])([OH:23])[CH3:22])[C:15]=2[C:14]2[N:13]=[CH:12][CH:11]=[CH:10][C:9]=2[N:8]=1.Cl.[OH-].[Na+].